Dataset: Full USPTO retrosynthesis dataset with 1.9M reactions from patents (1976-2016). Task: Predict the reactants needed to synthesize the given product. (1) Given the product [I:2][C:3]1[CH:4]=[C:5]2[C:10](=[CH:11][CH:12]=1)[N:9]([CH:13]1[CH2:18][CH2:17][CH2:16][N:15]([CH2:31][C:28]3[CH:29]=[CH:30][N:25]=[CH:26][CH:27]=3)[CH2:14]1)[CH:8]=[C:7]([C:19]([O:21][CH2:22][CH3:23])=[O:20])[C:6]2=[O:24], predict the reactants needed to synthesize it. The reactants are: Cl.[I:2][C:3]1[CH:4]=[C:5]2[C:10](=[CH:11][CH:12]=1)[N:9]([CH:13]1[CH2:18][CH2:17][CH2:16][NH:15][CH2:14]1)[CH:8]=[C:7]([C:19]([O:21][CH2:22][CH3:23])=[O:20])[C:6]2=[O:24].[N:25]1[CH:30]=[CH:29][C:28]([CH:31]=O)=[CH:27][CH:26]=1.C([BH3-])#N.[Na+].O. (2) Given the product [C:1]1([C:7]#[C:8][C:9]2[CH:16]=[CH:15][C:12]([CH2:13][N:17]3[CH2:20][CH:19]([C:21]([OH:23])=[O:22])[CH2:18]3)=[CH:11][CH:10]=2)[CH:6]=[CH:5][CH:4]=[CH:3][CH:2]=1, predict the reactants needed to synthesize it. The reactants are: [C:1]1([C:7]#[C:8][C:9]2[CH:16]=[CH:15][C:12]([CH:13]=O)=[CH:11][CH:10]=2)[CH:6]=[CH:5][CH:4]=[CH:3][CH:2]=1.[NH:17]1[CH2:20][CH:19]([C:21]([OH:23])=[O:22])[CH2:18]1.CC(O)=O.C([BH3-])#N.